From a dataset of Full USPTO retrosynthesis dataset with 1.9M reactions from patents (1976-2016). Predict the reactants needed to synthesize the given product. (1) Given the product [C:34]1([CH:8]2[O:9][CH2:10][CH2:11][N:6]([CH2:5][C:4]3[CH:3]=[C:2]([C:18]4[CH:19]=[CH:20][CH:21]=[CH:22][C:17]=4[C:16]([F:27])([F:26])[F:15])[CH:14]=[CH:13][CH:12]=3)[CH2:7]2)[CH:39]=[CH:38][CH:37]=[CH:36][CH:35]=1, predict the reactants needed to synthesize it. The reactants are: Br[C:2]1[CH:3]=[C:4]([CH:12]=[CH:13][CH:14]=1)[CH2:5][N:6]1[CH2:11][CH2:10][O:9][CH2:8][CH2:7]1.[F:15][C:16]([F:27])([F:26])[C:17]1[CH:22]=[CH:21][CH:20]=[CH:19][C:18]=1B(O)O.C(=O)([O-])[O-].[Na+].[Na+].[C:34]1(C)[CH:39]=[CH:38][CH:37]=[CH:36][CH:35]=1. (2) Given the product [C:1]1([C@H:11]([NH:13][CH2:14][CH:15]2[CH:20]([C:21]3[CH:26]=[CH:25][CH:24]=[CH:23][CH:22]=3)[CH2:19][CH2:18][N:17]([C:35]([NH:34][C:37]3[CH:46]=[CH:45][CH:44]=[CH:43][C:38]=3[C:39]([O:41][CH3:42])=[O:40])=[O:36])[CH2:16]2)[CH3:12])[C:10]2[C:5](=[CH:6][CH:7]=[CH:8][CH:9]=2)[CH:4]=[CH:3][CH:2]=1, predict the reactants needed to synthesize it. The reactants are: [C:1]1([C@H:11]([NH:13][CH2:14][CH:15]2[CH:20]([C:21]3[CH:26]=[CH:25][CH:24]=[CH:23][CH:22]=3)[CH2:19][CH2:18][NH:17][CH2:16]2)[CH3:12])[C:10]2[C:5](=[CH:6][CH:7]=[CH:8][CH:9]=2)[CH:4]=[CH:3][CH:2]=1.C(N(CC)CC)C.[N:34]([C:37]1[CH:46]=[CH:45][CH:44]=[CH:43][C:38]=1[C:39]([O:41][CH3:42])=[O:40])=[C:35]=[O:36]. (3) Given the product [C:10]([C:8]1[CH:7]=[CH:6][C:5]([C:12]2[CH:17]=[CH:16][C:15]([O:18][C:19]([F:21])([F:22])[F:20])=[C:14]([CH2:23][NH:24][C@H:25]3[CH2:30][CH2:29][N:28]([C:39]([NH:38][CH3:37])=[O:40])[CH2:27][C@H:26]3[C:31]3[CH:32]=[CH:33][CH:34]=[CH:35][CH:36]=3)[CH:13]=2)=[C:4]([F:3])[CH:9]=1)#[N:11], predict the reactants needed to synthesize it. The reactants are: Cl.Cl.[F:3][C:4]1[CH:9]=[C:8]([C:10]#[N:11])[CH:7]=[CH:6][C:5]=1[C:12]1[CH:17]=[CH:16][C:15]([O:18][C:19]([F:22])([F:21])[F:20])=[C:14]([CH2:23][NH:24][C@H:25]2[CH2:30][CH2:29][NH:28][CH2:27][C@H:26]2[C:31]2[CH:36]=[CH:35][CH:34]=[CH:33][CH:32]=2)[CH:13]=1.[CH3:37][N:38]=[C:39]=[O:40]. (4) Given the product [F:26][C:2]([F:1])([F:25])[C:3]1[N:8]2[N:9]=[CH:10][C:11]([C:12]3[O:27][N:28]=[C:29]([C:30]4[CH:35]=[CH:34][C:33]([S:36]([NH2:37])(=[O:38])=[O:39])=[CH:32][CH:31]=4)[N:40]=3)=[C:7]2[N:6]=[C:5]([C:15]2[CH:16]=[CH:17][C:18]([C:21]([F:24])([F:23])[F:22])=[CH:19][CH:20]=2)[CH:4]=1, predict the reactants needed to synthesize it. The reactants are: [F:1][C:2]([F:26])([F:25])[C:3]1[N:8]2[N:9]=[CH:10][C:11]([C:12](O)=O)=[C:7]2[N:6]=[C:5]([C:15]2[CH:20]=[CH:19][C:18]([C:21]([F:24])([F:23])[F:22])=[CH:17][CH:16]=2)[CH:4]=1.[OH:27][NH:28][C:29](=[NH:40])[C:30]1[CH:35]=[CH:34][C:33]([S:36](=[O:39])(=[O:38])[NH2:37])=[CH:32][CH:31]=1.